Predict the reaction yield, written as a fraction of the theoretical maximum amount of product (1.0 means a 100% yield; for example, 0.34 means a 34% yield). From a dataset of Reaction yield outcomes from USPTO patents with 853,638 reactions. The reactants are [CH:1]1([C:4]([C:6]2[CH:33]=[CH:32][C:9]([O:10][CH2:11][CH2:12][CH2:13][N:14]3[CH2:19][CH2:18][N:17]([C:20](=[O:31])[C@@H:21]([NH:23]C(=O)OC(C)(C)C)[CH3:22])[CH2:16][CH2:15]3)=[CH:8][CH:7]=2)=[O:5])[CH2:3][CH2:2]1.FC(F)(F)C(O)=O.C(O)(=O)[C@@H]([C@H](C(O)=O)O)O. The catalyst is ClCCl. The product is [NH2:23][C@@H:21]([CH3:22])[C:20]([N:17]1[CH2:16][CH2:15][N:14]([CH2:13][CH2:12][CH2:11][O:10][C:9]2[CH:8]=[CH:7][C:6]([C:4]([CH:1]3[CH2:3][CH2:2]3)=[O:5])=[CH:33][CH:32]=2)[CH2:19][CH2:18]1)=[O:31]. The yield is 0.830.